This data is from Experimentally validated miRNA-target interactions with 360,000+ pairs, plus equal number of negative samples. The task is: Binary Classification. Given a miRNA mature sequence and a target amino acid sequence, predict their likelihood of interaction. (1) The miRNA is mmu-miR-6999-5p with sequence AAGGAAGGAGAGUCAGCAAGCAC. The protein sequence of the target gene is MSDESASGSDPDLDPDVELEDEEEEEEEEEVAVEEHDRDDEEGLLDDTSLEGMCGTEHAQLGEDGQRPPRCTSTTSSQSEPSEQLRHQGKILASEDPKKKRAQKPSHMRRNIRKLLREDQLEPVTKAAQQEELERRKRLEQQRKEYAAPIPTVPLEFLPEEIVLRASDGPQLPPRVLAQEVICLDSSSGSEDEKSSRDEVIELSSGEEDTLHIVDSSESVSEEDEEEEKGGTHVNDALNQHDALGRVLVNLNHPPEEENVFLAPQLARAVKPHQIGGIRFLYDNLVESLERFKTSSGFGC.... Result: 0 (no interaction). (2) The miRNA is mmu-miR-3089-5p with sequence UGAGUUCAGGGACAGCGUGUCU. The protein sequence of the target gene is MRRWWGALLLGALLCAHGIASSLECACGRSHFTCAVSALGECTCIPAQWQCDGDNDCGDHSDEDGCTLPTCSPLDFHCDNGKCIRRSWVCDGDNDCEDDSDEQDCPPRECEEDEFPCQNGYCIRSLWHCDGDNDCGDNSDEQCDMRKCSDKEFRCSDGSCIAEHWYCDGDTDCKDGSDEESCPSAVPSPPCNLEEFQCAYGRCILDIYHCDGDDDCGDWSDESDCSSHQPCRSGEFMCDSGLCINSGWRCDGDADCDDQSDERNCTTSMCTAEQFRCRSGRCVRLSWRCDGEDDCADNSD.... Result: 1 (interaction). (3) The miRNA is hsa-miR-518e-5p with sequence CUCUAGAGGGAAGCGCUUUCUG. The protein sequence of the target gene is MPEIRLRHVVSCSSQDSTHCAENLLKADTYRKWRAAKAGEKTISVVLQLEKEEQIHSVDIGNDGSAFVEVLVGSSAGGAGEQDYEVLLVTSSFMSPSESRSGSNPNRVRMFGPDKLVRAAAEKRWDRVKIVCSQPYSKDSPFGLSFVRFHSPPDKDEAEAPSQKVTVTKLGQFRVKEEDESANSLRPGALFFSRINKTSPVTASDPAGPSYAAATLQASSAASSASPVSRAIGSTSKPQESPKGKRKLDLNQEEKKTPSKPPAQLSPSVPKRPKLPAPTRTPATAPVPARAQGAVTGKPR.... Result: 0 (no interaction). (4) Result: 0 (no interaction). The protein sequence of the target gene is MPYSEVEAKFLGPGKEQTREPCYKKLKSAADDGVSPLRGGPDIHRIQEKPRNNRVAVATINFRRRVCPQEDKTSTDVLKPLHKEMPGDKLGGSESIGSPALQDGKPSPLAKDDEIYSTSKAFIGPIYKPPEKKKCRERKSETDTFSSIDSKRRQEEKQKSNSKKLEMDTELSQFYKEIEELENENEASQGSCTEPEPSEEPIISYDWACNTLKSEEENKDLSDVLQSHCGYQEYLEDEPDYPCDEQLMPAFCETSFPSFRPEWQSMHPFVIPHDPLSSFNYFNFQRFGTPLHPSPDVFHG.... The miRNA is mmu-miR-125b-2-3p with sequence ACAAGUCAGGUUCUUGGGACCU. (5) The miRNA is mmu-miR-9-5p with sequence UCUUUGGUUAUCUAGCUGUAUGA. The protein sequence of the target gene is MASDGARKQFWKRSNSKVPGSIQHVYGAQHPPFDPLLHGTLLKSTPKVPTTPVKAKRVSTFQEFESNTSDAWDAGEDDDELLAMATESLNSEVVMETAHRVLRNHSQRQSQPSQKTTEPEPEPQPIAEPPVPPSGDLRLVKSVSESHTPCPSESTGDTVPLQRSQSLPHSATVTLSGTSDPHALADSALSKRETSRLDKFKQLLAGPNTDLEELRKLSWSGIPKPVRPMTWKLLSGYLPANVDRRPATLQRKQKEYFAFIEHYYSSRNDEVHQDTYRQIHIDIPRMSPEALILQPKVTEI.... Result: 1 (interaction).